Dataset: Catalyst prediction with 721,799 reactions and 888 catalyst types from USPTO. Task: Predict which catalyst facilitates the given reaction. (1) Reactant: [CH2:1]([O:8][N:9]=[CH:10][C:11]1([C:18]([OH:20])=[O:19])[CH2:17][CH2:16][CH2:15][CH2:14][CH2:13][CH2:12]1)[C:2]1[CH:7]=[CH:6][CH:5]=[CH:4][CH:3]=1.CN(C1C=CC(N=NC2C=CC(S(O)(=O)=O)=CC=2)=CC=1)C.Cl.C([BH3-])#N.[Na+]. Product: [CH2:1]([O:8][NH:9][CH2:10][C:11]1([C:18]([OH:20])=[O:19])[CH2:17][CH2:16][CH2:15][CH2:14][CH2:13][CH2:12]1)[C:2]1[CH:7]=[CH:6][CH:5]=[CH:4][CH:3]=1. The catalyst class is: 5. (2) Reactant: Cl[C:2]1[CH:7]=[C:6]([Cl:8])[N:5]=[CH:4][N:3]=1.[Cl:9][C:10]1[C:11]([NH2:17])=[N:12][CH:13]=[C:14]([Cl:16])[CH:15]=1.C([O-])([O-])=O.[Cs+].[Cs+].C1C=CC(P(C2C(C3C(P(C4C=CC=CC=4)C4C=CC=CC=4)=CC=C4C=3C=CC=C4)=C3C(C=CC=C3)=CC=2)C2C=CC=CC=2)=CC=1. Product: [Cl:8][C:6]1[N:5]=[CH:4][N:3]=[C:2]([NH:17][C:11]2[C:10]([Cl:9])=[CH:15][C:14]([Cl:16])=[CH:13][N:12]=2)[CH:7]=1. The catalyst class is: 12. (3) Reactant: [Cl:1][C:2]1[CH:7]=[CH:6][CH:5]=[CH:4][C:3]=1[C:8]1[O:12][N:11]=[C:10]([C:13]2[CH:18]=[CH:17][C:16]([Cl:19])=[CH:15][C:14]=2[Cl:20])[C:9]=1[C:21]([C:23]1[CH:24]=[N:25][CH:26]=[CH:27][CH:28]=1)=[O:22].[BH4-].[Na+]. Product: [Cl:1][C:2]1[CH:7]=[CH:6][CH:5]=[CH:4][C:3]=1[C:8]1[O:12][N:11]=[C:10]([C:13]2[CH:18]=[CH:17][C:16]([Cl:19])=[CH:15][C:14]=2[Cl:20])[C:9]=1[CH:21]([C:23]1[CH:24]=[N:25][CH:26]=[CH:27][CH:28]=1)[OH:22]. The catalyst class is: 162. (4) Reactant: [F:1][C:2]1[CH:3]=[C:4]([CH:23]=[CH:24][CH:25]=1)[CH2:5][O:6][C:7]1[CH:12]=[CH:11][C:10]([CH2:13][CH2:14][NH:15][CH2:16][C:17]([NH:19][CH3:20])=[O:18])=[CH:9][C:8]=1[O:21][CH3:22].[CH3:26][CH:27]([CH3:30])[CH:28]=O.[Cl:31]CCl.C(O)(=O)C. Product: [ClH:31].[F:1][C:2]1[CH:3]=[C:4]([CH:23]=[CH:24][CH:25]=1)[CH2:5][O:6][C:7]1[CH:12]=[CH:11][C:10]([CH2:13][CH2:14][N:15]([CH2:26][CH:27]([CH3:30])[CH3:28])[CH2:16][C:17]([NH:19][CH3:20])=[O:18])=[CH:9][C:8]=1[O:21][CH3:22]. The catalyst class is: 5. (5) The catalyst class is: 17. Product: [C:12]([C@@:7]1([OH:8])[C@@H:6]([CH:9]([C:25](=[O:24])[C:26]2[CH:31]=[CH:30][CH:29]=[CH:28][CH:27]=2)[OH:10])[O:5][C:3](=[O:4])[C@@:2]1([F:1])[CH3:11])(=[O:19])[C:13]1[CH:18]=[CH:17][CH:16]=[CH:15][CH:14]=1. Reactant: [F:1][C@:2]1([CH3:11])[C@H:7]([OH:8])[C@@H:6]([CH2:9][OH:10])[O:5][C:3]1=[O:4].[C:12](Cl)(=[O:19])[C:13]1[CH:18]=[CH:17][CH:16]=[CH:15][CH:14]=1.C([O:24][CH2:25][CH3:26])(=O)C.[CH3:27][CH2:28][CH2:29][CH2:30][CH2:31]CC.